This data is from M1 muscarinic receptor antagonist screen with 61,756 compounds. The task is: Binary Classification. Given a drug SMILES string, predict its activity (active/inactive) in a high-throughput screening assay against a specified biological target. (1) The drug is OC1=C(C(N(CCN(CC)CC)C1=O)c1cc(OCCC)ccc1)C(=O)c1occc1. The result is 0 (inactive). (2) The result is 0 (inactive). The drug is O=C1CCC\C(=N/Cc2occc2)C1.